This data is from NCI-60 drug combinations with 297,098 pairs across 59 cell lines. The task is: Regression. Given two drug SMILES strings and cell line genomic features, predict the synergy score measuring deviation from expected non-interaction effect. Drug 1: CCC(=C(C1=CC=CC=C1)C2=CC=C(C=C2)OCCN(C)C)C3=CC=CC=C3.C(C(=O)O)C(CC(=O)O)(C(=O)O)O. Drug 2: CC1=C(C=C(C=C1)NC(=O)C2=CC=C(C=C2)CN3CCN(CC3)C)NC4=NC=CC(=N4)C5=CN=CC=C5. Cell line: COLO 205. Synergy scores: CSS=0.459, Synergy_ZIP=0.709, Synergy_Bliss=-0.669, Synergy_Loewe=2.07, Synergy_HSA=-0.594.